This data is from Catalyst prediction with 721,799 reactions and 888 catalyst types from USPTO. The task is: Predict which catalyst facilitates the given reaction. (1) Reactant: [C:1]([C:5]1[CH:6]=[C:7]([NH:56][S:57]([CH3:60])(=[O:59])=[O:58])[C:8]([O:54][CH3:55])=[C:9]([NH:11][C:12](=[O:53])[NH:13][C:14]2[C:23]3[C:18](=[CH:19][CH:20]=[CH:21][CH:22]=3)[C:17]([O:24][C:25]3[CH:30]=[CH:29][N:28]=[C:27]([NH:31][C:32]4[CH:50]=[CH:49][C:35]([C:36]([NH:38][CH2:39][CH2:40][CH2:41][CH2:42][CH2:43][CH2:44][C:45]([O:47]C)=[O:46])=[O:37])=[C:34]([O:51][CH3:52])[CH:33]=4)[CH:26]=3)=[CH:16][CH:15]=2)[CH:10]=1)([CH3:4])([CH3:3])[CH3:2].[OH-].[Na+].CO.[ClH:65]. Product: [ClH:65].[C:1]([C:5]1[CH:6]=[C:7]([NH:56][S:57]([CH3:60])(=[O:58])=[O:59])[C:8]([O:54][CH3:55])=[C:9]([NH:11][C:12](=[O:53])[NH:13][C:14]2[C:23]3[C:18](=[CH:19][CH:20]=[CH:21][CH:22]=3)[C:17]([O:24][C:25]3[CH:30]=[CH:29][N:28]=[C:27]([NH:31][C:32]4[CH:50]=[CH:49][C:35]([C:36]([NH:38][CH2:39][CH2:40][CH2:41][CH2:42][CH2:43][CH2:44][C:45]([OH:47])=[O:46])=[O:37])=[C:34]([O:51][CH3:52])[CH:33]=4)[CH:26]=3)=[CH:16][CH:15]=2)[CH:10]=1)([CH3:4])([CH3:2])[CH3:3]. The catalyst class is: 1. (2) Reactant: [CH2:1]([OH:5])[CH2:2][CH2:3][CH3:4].[OH-].[K+].CS([C:12]1[N:17]=[C:16]([CH3:18])[C:15]([C:19]([O:21]CC)=[O:20])=[CH:14][N:13]=1)(=O)=O. Product: [CH2:1]([O:5][C:12]1[N:17]=[C:16]([CH3:18])[C:15]([C:19]([OH:21])=[O:20])=[CH:14][N:13]=1)[CH2:2][CH2:3][CH3:4]. The catalyst class is: 6.